The task is: Regression. Given two drug SMILES strings and cell line genomic features, predict the synergy score measuring deviation from expected non-interaction effect.. This data is from NCI-60 drug combinations with 297,098 pairs across 59 cell lines. Drug 2: CC1CCC2CC(C(=CC=CC=CC(CC(C(=O)C(C(C(=CC(C(=O)CC(OC(=O)C3CCCCN3C(=O)C(=O)C1(O2)O)C(C)CC4CCC(C(C4)OC)OCCO)C)C)O)OC)C)C)C)OC. Synergy scores: CSS=17.0, Synergy_ZIP=-6.28, Synergy_Bliss=-2.41, Synergy_Loewe=-7.88, Synergy_HSA=-0.599. Drug 1: C1CN1P(=S)(N2CC2)N3CC3. Cell line: T-47D.